From a dataset of Forward reaction prediction with 1.9M reactions from USPTO patents (1976-2016). Predict the product of the given reaction. (1) Given the reactants [CH3:1][CH:2]1[CH2:9][C@H:8]2[C@H:4]([CH2:5][NH:6][C@@H:7]2[CH2:10][NH:11][C:12]([C:14]2[N:21]3[C:17]([S:18][CH:19]=[CH:20]3)=[N:16][C:15]=2[CH3:22])=[O:13])[CH2:3]1.[Cl:23][C:24]1[CH:29]=[CH:28][C:27]([C:30]2[C:31]([C:36](O)=[O:37])=[CH:32][CH:33]=[CH:34][CH:35]=2)=[CH:26][CH:25]=1, predict the reaction product. The product is: [CH3:1][CH:2]1[CH2:9][C@H:8]2[C@H:4]([CH2:5][N:6]([C:36]([C:31]3[C:30]([C:27]4[CH:26]=[CH:25][C:24]([Cl:23])=[CH:29][CH:28]=4)=[CH:35][CH:34]=[CH:33][CH:32]=3)=[O:37])[C@@H:7]2[CH2:10][NH:11][C:12]([C:14]2[N:21]3[C:17]([S:18][CH:19]=[CH:20]3)=[N:16][C:15]=2[CH3:22])=[O:13])[CH2:3]1. (2) Given the reactants C[C:2]1[C:10]2[C:5](=[CH:6][CH:7]=[CH:8][CH:9]=2)[NH:4][CH:3]=1.[C:11]([BH3-])#N.[Na+], predict the reaction product. The product is: [CH3:11][C:9]1[CH:8]=[CH:7][CH:6]=[C:5]2[C:10]=1[CH2:2][CH2:3][NH:4]2. (3) Given the reactants [N:1]1([C:10]([O:12][C:13]([CH3:16])([CH3:15])[CH3:14])=[O:11])[CH2:5][CH2:4][CH2:3][CH:2]1[C:6](OC)=[O:7].CC(C[AlH]CC(C)C)C, predict the reaction product. The product is: [CH:6]([CH:2]1[CH2:3][CH2:4][CH2:5][N:1]1[C:10]([O:12][C:13]([CH3:16])([CH3:15])[CH3:14])=[O:11])=[O:7]. (4) Given the reactants C(OC(=O)[NH:7][CH2:8][C:9]1([C:16]2[CH:21]=[CH:20][CH:19]=[C:18]([Cl:22])[CH:17]=2)[CH2:14][CH2:13][C:12](=[O:15])[CH2:11][CH2:10]1)(C)(C)C.[Li+].CC([N-]C(C)C)C.C1COCC1.CCCCCC.[N-]([S:44]([C:47]([F:50])([F:49])[F:48])(=[O:46])=[O:45])[S:44]([C:47]([F:50])([F:49])[F:48])(=[O:46])=[O:45], predict the reaction product. The product is: [NH2:7][CH2:8][C:9]1([C:16]2[CH:21]=[CH:20][CH:19]=[C:18]([Cl:22])[CH:17]=2)[CH2:14][CH2:13][C:12]([O:15][S:44]([C:47]([F:50])([F:49])[F:48])(=[O:46])=[O:45])=[CH:11][CH2:10]1.